This data is from NCI-60 drug combinations with 297,098 pairs across 59 cell lines. The task is: Regression. Given two drug SMILES strings and cell line genomic features, predict the synergy score measuring deviation from expected non-interaction effect. (1) Drug 2: C1=NNC2=C1C(=O)NC=N2. Drug 1: C1CCN(CC1)CCOC2=CC=C(C=C2)C(=O)C3=C(SC4=C3C=CC(=C4)O)C5=CC=C(C=C5)O. Cell line: 786-0. Synergy scores: CSS=1.41, Synergy_ZIP=-0.690, Synergy_Bliss=-1.48, Synergy_Loewe=-1.11, Synergy_HSA=-2.12. (2) Drug 1: CC(C1=C(C=CC(=C1Cl)F)Cl)OC2=C(N=CC(=C2)C3=CN(N=C3)C4CCNCC4)N. Drug 2: C1C(C(OC1N2C=NC(=NC2=O)N)CO)O. Cell line: HS 578T. Synergy scores: CSS=2.99, Synergy_ZIP=0.890, Synergy_Bliss=3.59, Synergy_Loewe=-4.10, Synergy_HSA=-1.88. (3) Drug 1: C1=NC(=NC(=O)N1C2C(C(C(O2)CO)O)O)N. Drug 2: COCCOC1=C(C=C2C(=C1)C(=NC=N2)NC3=CC=CC(=C3)C#C)OCCOC.Cl. Cell line: SNB-19. Synergy scores: CSS=14.0, Synergy_ZIP=-2.07, Synergy_Bliss=6.30, Synergy_Loewe=-0.0928, Synergy_HSA=3.63. (4) Drug 1: CN1C2=C(C=C(C=C2)N(CCCl)CCCl)N=C1CCCC(=O)O.Cl. Drug 2: CS(=O)(=O)OCCCCOS(=O)(=O)C. Cell line: HOP-62. Synergy scores: CSS=-3.18, Synergy_ZIP=8.76, Synergy_Bliss=4.62, Synergy_Loewe=-4.09, Synergy_HSA=-3.91. (5) Drug 1: C1=C(C(=O)NC(=O)N1)F. Drug 2: CCCS(=O)(=O)NC1=C(C(=C(C=C1)F)C(=O)C2=CNC3=C2C=C(C=N3)C4=CC=C(C=C4)Cl)F. Cell line: UACC-257. Synergy scores: CSS=25.1, Synergy_ZIP=-5.94, Synergy_Bliss=-5.53, Synergy_Loewe=-5.67, Synergy_HSA=-2.57. (6) Drug 1: CC1C(C(CC(O1)OC2CC(CC3=C2C(=C4C(=C3O)C(=O)C5=C(C4=O)C(=CC=C5)OC)O)(C(=O)CO)O)N)O.Cl. Drug 2: CC1=CC2C(CCC3(C2CCC3(C(=O)C)OC(=O)C)C)C4(C1=CC(=O)CC4)C. Cell line: CAKI-1. Synergy scores: CSS=5.75, Synergy_ZIP=-0.618, Synergy_Bliss=3.88, Synergy_Loewe=2.61, Synergy_HSA=3.43. (7) Drug 1: CN(CCCl)CCCl.Cl. Drug 2: C(CC(=O)O)C(=O)CN.Cl. Cell line: SNB-19. Synergy scores: CSS=9.35, Synergy_ZIP=-5.53, Synergy_Bliss=-0.0295, Synergy_Loewe=-7.28, Synergy_HSA=0.823.